From a dataset of Full USPTO retrosynthesis dataset with 1.9M reactions from patents (1976-2016). Predict the reactants needed to synthesize the given product. (1) Given the product [CH2:1]([C:5]12[CH2:14][CH2:13][CH2:12][C:11](=[O:26])[C:10]([CH3:15])=[C:9]1[C:8]1[CH:17]=[CH:18][C:19]([O:21][CH2:22][O:23][CH3:24])=[CH:20][C:7]=1[CH2:6]2)[CH2:2][CH2:3][CH3:4], predict the reactants needed to synthesize it. The reactants are: [CH2:1]([C:5]12[CH2:14][CH2:13][CH2:12][CH:11]=[C:10]([CH3:15])[C:9]1(O)[C:8]1[CH:17]=[CH:18][C:19]([O:21][CH2:22][O:23][CH3:24])=[CH:20][C:7]=1[CH2:6]2)[CH2:2][CH2:3][CH3:4].[Cr](Cl)([O-])(=O)=[O:26].[NH+]1C=CC=CC=1. (2) Given the product [NH2:25][C:10]1[C:11]([O:23][CH3:24])=[C:12]([F:22])[C:13]([C:16]2[CH:21]=[CH:20][CH:19]=[CH:18][CH:17]=2)=[C:14]([CH3:15])[C:9]=1[C:7]#[N:8], predict the reactants needed to synthesize it. The reactants are: C(=O)([O-])[O-].[K+].[K+].[C:7]([C:9]1[C:10]([NH:25]C(=O)C(F)(F)F)=[C:11]([O:23][CH3:24])[C:12]([F:22])=[C:13]([C:16]2[CH:21]=[CH:20][CH:19]=[CH:18][CH:17]=2)[C:14]=1[CH3:15])#[N:8]. (3) Given the product [OH:29][C:19]1([C:17]#[C:18][C:11]2[CH:12]=[CH:13][CH:14]=[CH:15][C:10]=2[C:8]#[N:9])[C:24]([CH3:25])([CH3:26])[CH:23]2[CH2:27][C:20]1([CH3:28])[CH2:21][CH2:22]2, predict the reactants needed to synthesize it. The reactants are: C1(C)C=CC=CC=1.[C:8]([C:10]1[CH:15]=[CH:14][CH:13]=[CH:12][C:11]=1I)#[N:9].[C:17]([C:19]1([OH:29])[C:24]([CH3:26])([CH3:25])[CH:23]2[CH2:27][C:20]1([CH3:28])[CH2:21][CH2:22]2)#[CH:18].C(NC(C)C)(C)C. (4) The reactants are: C[O:2][C:3](=[O:10])[CH2:4][NH:5][C:6]([CH3:9])([CH3:8])[CH3:7].[OH-].[Li+].Cl. Given the product [C:6]([NH:5][CH2:4][C:3]([OH:10])=[O:2])([CH3:9])([CH3:8])[CH3:7], predict the reactants needed to synthesize it. (5) Given the product [CH:3]1([C@H:7]([NH:9][C:10]2[N:18]=[C:17]([C:19]#[N:20])[N:16]=[C:15]3[C:11]=2[N:12]([CH2:29][C@H:30]2[CH2:31][CH2:32][C@H:33]([CH3:36])[CH2:34][CH2:35]2)[C:13]([CH:21]([O:28][CH3:38])[C:22]2[CH:27]=[CH:26][CH:25]=[CH:24][CH:23]=2)=[N:14]3)[CH3:8])[CH2:4][CH2:5][CH2:6]1, predict the reactants needed to synthesize it. The reactants are: [H-].[Na+].[CH:3]1([C@H:7]([NH:9][C:10]2[N:18]=[C:17]([C:19]#[N:20])[N:16]=[C:15]3[C:11]=2[N:12]([CH2:29][C@H:30]2[CH2:35][CH2:34][C@H:33]([CH3:36])[CH2:32][CH2:31]2)[C:13]([CH:21]([OH:28])[C:22]2[CH:27]=[CH:26][CH:25]=[CH:24][CH:23]=2)=[N:14]3)[CH3:8])[CH2:6][CH2:5][CH2:4]1.I[CH3:38]. (6) Given the product [CH3:15][O:16][C:17]([C:19]1[S:20][C:21]([C:24](=[O:25])[NH:12][CH:10]([C:6]2[CH:7]=[CH:8][CH:9]=[C:4]([O:3][C:2]([F:13])([F:14])[F:1])[CH:5]=2)[CH3:11])=[CH:22][CH:23]=1)=[O:18], predict the reactants needed to synthesize it. The reactants are: [F:1][C:2]([F:14])([F:13])[O:3][C:4]1[CH:5]=[C:6]([CH:10]([NH2:12])[CH3:11])[CH:7]=[CH:8][CH:9]=1.[CH3:15][O:16][C:17]([C:19]1[S:20][C:21]([C:24](O)=[O:25])=[CH:22][CH:23]=1)=[O:18]. (7) Given the product [N+:1]([C:4]1[CH:5]=[C:6]([CH:7]=[O:8])[CH:10]=[CH:11][CH:12]=1)([O-:3])=[O:2], predict the reactants needed to synthesize it. The reactants are: [N+:1]([C:4]1[CH:5]=[C:6]([CH:10]=[CH:11][CH:12]=1)[C:7](Cl)=[O:8])([O-:3])=[O:2].C1(SC)C=CC=CC=1.[Cl-].[Cl-].[Cl-].[Al+3]. (8) The reactants are: C([O:8][C:9]1[C:14]2[N:15]=[C:16]([NH:18][C:19](=[O:28])[C:20]3[CH:25]=[CH:24][C:23]([CH2:26][Cl:27])=[CH:22][CH:21]=3)[S:17][C:13]=2[C:12]([N:29]2[CH2:34][CH2:33][O:32][CH2:31][CH2:30]2)=[CH:11][CH:10]=1)C1C=CC=CC=1.B(Cl)(Cl)Cl.O.CO. Given the product [Cl:27][CH2:26][C:23]1[CH:22]=[CH:21][C:20]([C:19]([NH:18][C:16]2[S:17][C:13]3[C:12]([N:29]4[CH2:34][CH2:33][O:32][CH2:31][CH2:30]4)=[CH:11][CH:10]=[C:9]([OH:8])[C:14]=3[N:15]=2)=[O:28])=[CH:25][CH:24]=1, predict the reactants needed to synthesize it.